From a dataset of Full USPTO retrosynthesis dataset with 1.9M reactions from patents (1976-2016). Predict the reactants needed to synthesize the given product. Given the product [F:44][C:45]([F:50])([F:49])[C:46]([OH:48])=[O:47].[NH:33]1[CH2:34][CH2:35][CH:30]([NH:29][S:26]([C:20]2[CH:19]=[C:18]([C:11]3[C:10]([Cl:43])=[CH:9][C:8]([NH:7][C:4]4[N:3]=[C:2]([NH2:1])[NH:6][N:5]=4)=[CH:13][C:12]=3[C:14]([F:15])([F:17])[F:16])[CH:23]=[CH:22][C:21]=2[O:24][CH3:25])(=[O:27])=[O:28])[CH2:31][CH2:32]1, predict the reactants needed to synthesize it. The reactants are: [NH2:1][C:2]1[NH:6][N:5]=[C:4]([NH:7][C:8]2[CH:13]=[C:12]([C:14]([F:17])([F:16])[F:15])[C:11]([C:18]3[CH:23]=[CH:22][C:21]([O:24][CH3:25])=[C:20]([S:26]([NH:29][CH:30]4[CH2:35][CH2:34][N:33](C(OC(C)(C)C)=O)[CH2:32][CH2:31]4)(=[O:28])=[O:27])[CH:19]=3)=[C:10]([Cl:43])[CH:9]=2)[N:3]=1.[F:44][C:45]([F:50])([F:49])[C:46]([OH:48])=[O:47].